Dataset: Full USPTO retrosynthesis dataset with 1.9M reactions from patents (1976-2016). Task: Predict the reactants needed to synthesize the given product. Given the product [F:18][C:19]([F:28])([F:29])[C:20]1[CH:21]=[C:22]([CH:25]=[CH:26][CH:27]=1)[CH2:23][S:15][C:13]1[O:14][C:10]([C:6]2[CH:5]=[C:4]3[C:9](=[CH:8][CH:7]=2)[NH:1][N:2]=[CH:3]3)=[N:11][N:12]=1, predict the reactants needed to synthesize it. The reactants are: [NH:1]1[C:9]2[C:4](=[CH:5][C:6]([C:10]3[O:14][C:13]([SH:15])=[N:12][N:11]=3)=[CH:7][CH:8]=2)[CH:3]=[N:2]1.[OH-].[Na+].[F:18][C:19]([F:29])([F:28])[C:20]1[CH:21]=[C:22]([CH:25]=[CH:26][CH:27]=1)[CH2:23]Cl.